Task: Predict which catalyst facilitates the given reaction.. Dataset: Catalyst prediction with 721,799 reactions and 888 catalyst types from USPTO (1) Reactant: [CH:1]12[CH2:6][CH:5]1[CH2:4][C@H:3]([C:7]([O:9]CC)=[O:8])[N:2]2[C:12]([O:14][C:15]([CH3:18])([CH3:17])[CH3:16])=[O:13].O[Li].O. Product: [C:15]([O:14][C:12]([N:2]1[CH:3]([C:7]([OH:9])=[O:8])[CH2:4][CH:5]2[CH:1]1[CH2:6]2)=[O:13])([CH3:18])([CH3:16])[CH3:17]. The catalyst class is: 38. (2) Reactant: C[Si](C)(C)[N-][Si](C)(C)C.[Li+].[CH2:11]([O:18][CH2:19][C@@:20]1([CH2:34][CH2:35]Br)[CH2:24][N:23]([C@@H:25]([C:27]2[CH:32]=[CH:31][CH:30]=[CH:29][CH:28]=2)[CH3:26])[C:22](=[O:33])[CH2:21]1)[C:12]1[CH:17]=[CH:16][CH:15]=[CH:14][CH:13]=1.Cl[C:38]([O:40][CH3:41])=[O:39].[Cl-].[NH4+]. Product: [CH3:41][O:40][C:38]([C@@:21]12[CH2:35][CH2:34][C@:20]1([CH2:19][O:18][CH2:11][C:12]1[CH:17]=[CH:16][CH:15]=[CH:14][CH:13]=1)[CH2:24][N:23]([C@@H:25]([C:27]1[CH:32]=[CH:31][CH:30]=[CH:29][CH:28]=1)[CH3:26])[C:22]2=[O:33])=[O:39]. The catalyst class is: 253. (3) Reactant: [CH3:1][O:2][C:3]([C:5]1[CH:13]=[C:12]2[C:8]([C:9]([CH3:14])=[CH:10][NH:11]2)=[CH:7][CH:6]=1)=[O:4].[H-].[Na+].[Cl:17][C:18]1[CH:25]=[C:24]([Cl:26])[CH:23]=[CH:22][C:19]=1[CH2:20]Cl.O. Product: [Cl:17][C:18]1[CH:25]=[C:24]([Cl:26])[CH:23]=[CH:22][C:19]=1[CH2:20][N:11]1[C:12]2[C:8](=[CH:7][CH:6]=[C:5]([C:3]([O:2][CH3:1])=[O:4])[CH:13]=2)[C:9]([CH3:14])=[CH:10]1. The catalyst class is: 9. (4) Reactant: [C:1]([N:4]1[C:13]2[C:8](=[CH:9][C:10]([F:14])=[CH:11][CH:12]=2)[C@H:7]([NH:15]C(=O)OCC2C=CC=CC=2)[C@@H:6]([CH3:26])[C@@H:5]1[CH:27]1[CH2:29][CH2:28]1)(=[O:3])[CH3:2]. Product: [NH2:15][C@H:7]1[C:8]2[C:13](=[CH:12][CH:11]=[C:10]([F:14])[CH:9]=2)[N:4]([C:1](=[O:3])[CH3:2])[C@@H:5]([CH:27]2[CH2:29][CH2:28]2)[C@@H:6]1[CH3:26]. The catalyst class is: 78. (5) Reactant: [Cl:1][C:2]1[N:7]=[CH:6][C:5]([C:8]2[CH:17]=[CH:16][C:11]3[N:12]=[C:13]([NH2:15])[S:14][C:10]=3[CH:9]=2)=[CH:4][C:3]=1[N:18]([CH3:20])[CH3:19].CN(C(ON1N=NC2C=CC=NC1=2)=[N+](C)C)C.F[P-](F)(F)(F)(F)F.[CH3:45][N:46]([CH3:51])[CH2:47][C:48](O)=[O:49]. Product: [Cl:1][C:2]1[N:7]=[CH:6][C:5]([C:8]2[CH:17]=[CH:16][C:11]3[N:12]=[C:13]([NH:15][C:48](=[O:49])[CH2:47][N:46]([CH3:51])[CH3:45])[S:14][C:10]=3[CH:9]=2)=[CH:4][C:3]=1[N:18]([CH3:20])[CH3:19]. The catalyst class is: 18. (6) Reactant: [NH2:1][C:2]1[CH:3]=[C:4]([CH:21]=[CH:22][C:23]=1[F:24])[O:5][C:6]1[CH:7]=[CH:8][C:9]2[N:10]([CH:12]=[C:13]([NH:15][C:16]([CH:18]3[CH2:20][CH2:19]3)=[O:17])[N:14]=2)[N:11]=1.[CH3:25][N:26]1[C:30]([C:31](O)=[O:32])=[C:29]([CH3:34])[CH:28]=[N:27]1.O1CCCC1.S(Cl)(Cl)=O. Product: [CH:18]1([C:16]([NH:15][C:13]2[N:14]=[C:9]3[CH:8]=[CH:7][C:6]([O:5][C:4]4[CH:21]=[CH:22][C:23]([F:24])=[C:2]([NH:1][C:31]([C:30]5[N:26]([CH3:25])[N:27]=[CH:28][C:29]=5[CH3:34])=[O:32])[CH:3]=4)=[N:11][N:10]3[CH:12]=2)=[O:17])[CH2:20][CH2:19]1. The catalyst class is: 402. (7) Reactant: [Cl:1][C:2]1[C:13]([Cl:14])=[CH:12][CH:11]=[CH:10][C:3]=1[C:4]([NH:6][CH2:7][CH:8]=O)=[O:5].Cl.[NH2:16][OH:17].[C:18]([O-:21])(=O)C.[Na+]. Product: [Cl:1][C:2]1[C:13]([Cl:14])=[CH:12][CH:11]=[CH:10][C:3]=1[C:4]([NH:6][CH2:7][CH2:8][N:16]([CH:18]=[O:21])[OH:17])=[O:5]. The catalyst class is: 5. (8) Product: [CH3:1][O:2][C:3]1[C:11](/[CH:12]=[CH:15]/[C:16]([OH:18])=[O:17])=[CH:10][C:6]2=[N:7][O:8][N:9]=[C:5]2[CH:4]=1. The catalyst class is: 14. Reactant: [CH3:1][O:2][C:3]1[C:11]([CH:12]=O)=[CH:10][C:6]2=[N:7][O:8][N:9]=[C:5]2[CH:4]=1.C(O)(=O)[CH2:15][C:16]([OH:18])=[O:17].N1CCCCC1.N1C=CC=CC=1.